Dataset: Forward reaction prediction with 1.9M reactions from USPTO patents (1976-2016). Task: Predict the product of the given reaction. The product is: [F:1][C:2]1[CH:10]=[C:9]2[C:5]([CH2:6][CH2:7][NH:8]2)=[CH:4][CH:3]=1. Given the reactants [F:1][C:2]1[CH:10]=[C:9]2[C:5]([CH:6]=[CH:7][NH:8]2)=[CH:4][CH:3]=1.C([BH3-])#N.[Na+].[OH-].[Na+], predict the reaction product.